Dataset: Catalyst prediction with 721,799 reactions and 888 catalyst types from USPTO. Task: Predict which catalyst facilitates the given reaction. (1) Reactant: [C:1]([C:4]1[C:5]([NH:13][C:14]2[C:19]([F:20])=[CH:18][C:17]([N:21]3[CH2:26][CH2:25][N:24]([C:27]([O:29][C:30]([CH3:33])([CH3:32])[CH3:31])=[O:28])[CH2:23][CH2:22]3)=[C:16]([F:34])[CH:15]=2)=[N:6][C:7]([S:11][CH3:12])=[N:8][C:9]=1Cl)(=[O:3])[NH2:2].O.[NH2:36][NH2:37]. Product: [C:1]([C:4]1[C:5]([NH:13][C:14]2[C:19]([F:20])=[CH:18][C:17]([N:21]3[CH2:26][CH2:25][N:24]([C:27]([O:29][C:30]([CH3:33])([CH3:32])[CH3:31])=[O:28])[CH2:23][CH2:22]3)=[C:16]([F:34])[CH:15]=2)=[N:6][C:7]([S:11][CH3:12])=[N:8][C:9]=1[NH:36][NH2:37])(=[O:3])[NH2:2]. The catalyst class is: 12. (2) Product: [ClH:32].[CH:1]1([CH2:4][NH:5][C@@H:13]2[CH2:15][C@H:14]2[C:16]2[CH:21]=[CH:20][C:19]([F:22])=[C:18]([CH:17]=2)[C:23]([NH:24][CH:25]2[CH2:26][CH2:27][O:28][CH2:29][CH2:30]2)=[O:31])[CH2:3][CH2:2]1. Reactant: [CH:1]1([CH2:4][N:5]([C@@H:13]2[CH2:15][C@H:14]2[C:16]2[CH:21]=[CH:20][C:19]([F:22])=[C:18]([C:23](=[O:31])[NH:24][CH:25]3[CH2:30][CH2:29][O:28][CH2:27][CH2:26]3)[CH:17]=2)C(=O)OC(C)(C)C)[CH2:3][CH2:2]1.[ClH:32].C(OCC)(=O)C. The catalyst class is: 36. (3) Reactant: [H-].[H-].[H-].[H-].[Li+].[Al+3].C[O:8][C:9](=O)[C:10]1[CH:15]=[CH:14][C:13]([CH2:16][O:17][CH3:18])=[N:12][C:11]=1[NH2:19].N. Product: [NH2:19][C:11]1[C:10]([CH2:9][OH:8])=[CH:15][CH:14]=[C:13]([CH2:16][O:17][CH3:18])[N:12]=1. The catalyst class is: 1. (4) Reactant: Cl.Cl.[CH2:3]([NH:5][CH2:6][CH2:7][CH2:8]N(C)C)[CH3:4].[CH2:12]([N:14](CC)[CH2:15]C)C.[CH3:19][C:20]([O:22][C@H:23]1[C:32]2[C@@:33]3([CH3:48])[C@@H:44]([CH2:45][O:46][CH3:47])[O:43][C:41](=[O:42])[C:35]4=[CH:36][O:37][C:38]([C:39](=[O:40])[C:31]=2[C@@H:26]2[CH2:27][CH2:28][C@H:29]([OH:30])[C@@:25]2([CH3:49])[CH2:24]1)=[C:34]34)=[O:21]. Product: [CH3:12][N:14]([CH3:15])[CH:7]([CH3:8])[CH2:6][N:5]([CH:36]=[C:35]1[C:34]2[C:33]([CH3:48])([C:32]3[CH:23]([O:22][C:20](=[O:21])[CH3:19])[CH2:24][C:25]4([CH3:49])[CH:26]([C:31]=3[C:39](=[O:40])[C:38]=2[OH:37])[CH2:27][CH2:28][CH:29]4[OH:30])[CH:44]([CH2:45][O:46][CH3:47])[O:43][C:41]1=[O:42])[CH2:3][CH3:4]. The catalyst class is: 4. (5) Reactant: C[O-].[Na+].[C:4]([O:11]C)(=O)[CH2:5][C:6]([O:8][CH3:9])=[O:7].[NH2:13][C:14]1[C:15]([C:20](OC)=[O:21])=[N:16][CH:17]=[CH:18][N:19]=1. Product: [CH3:9][O:8][C:6]([C:5]1[C:4]([OH:11])=[N:13][C:14]2=[N:19][CH:18]=[CH:17][N:16]=[C:15]2[C:20]=1[OH:21])=[O:7]. The catalyst class is: 5.